From a dataset of Catalyst prediction with 721,799 reactions and 888 catalyst types from USPTO. Predict which catalyst facilitates the given reaction. Reactant: Br[C:2]1[C:10]2[C:5](=[CH:6][CH:7]=[C:8]([C:11](=[O:22])[NH:12][CH2:13][CH2:14][CH2:15][N:16]3[CH2:21][CH2:20][O:19][CH2:18][CH2:17]3)[CH:9]=2)[N:4]([C:23]([O:25][C:26]([CH3:29])([CH3:28])[CH3:27])=[O:24])[C:3]=1[C:30]1[C:31]([O:36][CH3:37])=[N:32][CH:33]=[CH:34][CH:35]=1.[C:38]1(B(O)O)[CH:43]=[CH:42][CH:41]=[CH:40][CH:39]=1.C([O-])([O-])=O.[Cs+].[Cs+]. Product: [CH3:37][O:36][C:31]1[C:30]([C:3]2[N:4]([C:23]([O:25][C:26]([CH3:28])([CH3:27])[CH3:29])=[O:24])[C:5]3[C:10]([C:2]=2[C:38]2[CH:43]=[CH:42][CH:41]=[CH:40][CH:39]=2)=[CH:9][C:8]([C:11](=[O:22])[NH:12][CH2:13][CH2:14][CH2:15][N:16]2[CH2:17][CH2:18][O:19][CH2:20][CH2:21]2)=[CH:7][CH:6]=3)=[CH:35][CH:34]=[CH:33][N:32]=1. The catalyst class is: 70.